From a dataset of Full USPTO retrosynthesis dataset with 1.9M reactions from patents (1976-2016). Predict the reactants needed to synthesize the given product. Given the product [CH3:27][C:22]1([CH3:28])[C:23]([CH3:26])([CH3:25])[O:24][B:20](/[CH:7]=[CH:8]/[C:9]2[CH:14]=[CH:13][C:12]([OH:15])=[CH:11][CH:10]=2)[O:21]1, predict the reactants needed to synthesize it. The reactants are: [Li]CCCC.I/[CH:7]=[CH:8]/[C:9]1[CH:14]=[CH:13][C:12]([OH:15])=[CH:11][CH:10]=1.C(O[B:20]1[O:24][C:23]([CH3:26])([CH3:25])[C:22]([CH3:28])([CH3:27])[O:21]1)(C)C.